From a dataset of Reaction yield outcomes from USPTO patents with 853,638 reactions. Predict the reaction yield, written as a fraction of the theoretical maximum amount of product (1.0 means a 100% yield; for example, 0.34 means a 34% yield). (1) The reactants are [C:1]1([C:7]2[CH:12]=[CH:11][C:10]([C:13]3[CH:18]=[CH:17][CH:16]=[CH:15][CH:14]=3)=[CH:9][CH:8]=2)[CH:6]=[CH:5][CH:4]=[CH:3][CH:2]=1.[Br:19]Br. The catalyst is II.C(O)(=O)C. The product is [Br:19][C:4]1[CH:3]=[CH:2][C:1]([C:7]2[CH:12]=[CH:11][C:10]([C:13]3[CH:14]=[CH:15][CH:16]=[CH:17][CH:18]=3)=[CH:9][CH:8]=2)=[CH:6][CH:5]=1. The yield is 0.780. (2) The reactants are Cl[CH2:2][CH2:3][CH2:4][CH2:5][N:6]1[C:10]2[CH:11]=[CH:12][CH:13]=[CH:14][C:9]=2[N:8]=[N:7]1.[CH:15]1([CH:21]2[CH2:26][CH2:25][NH:24][CH2:23][CH2:22]2)[CH2:20][CH2:19][CH2:18][CH2:17][CH2:16]1.C(N(C(C)C)CC)(C)C.[I-].[K+]. The catalyst is C(#N)C. The product is [N:6]1([CH2:5][CH2:4][CH2:3][CH2:2][N:24]2[CH2:25][CH2:26][CH:21]([CH:15]3[CH2:20][CH2:19][CH2:18][CH2:17][CH2:16]3)[CH2:22][CH2:23]2)[C:10]2[CH:11]=[CH:12][CH:13]=[CH:14][C:9]=2[N:8]=[N:7]1. The yield is 0.637. (3) The reactants are Br[C:2]1[CH:3]=[C:4]([C:9]2([C:19]3[CH:24]=[CH:23][N:22]=[CH:21][CH:20]=3)[C:17]3[C:12](=[CH:13][CH:14]=[CH:15][CH:16]=3)[C:11]([NH2:18])=[N:10]2)[CH:5]=[CH:6][C:7]=1[F:8].[F:25][C:26]1[CH:27]=[N:28][CH:29]=[C:30](B2OC(C)(C)C(C)(C)O2)[CH:31]=1. No catalyst specified. The product is [F:8][C:7]1[CH:6]=[CH:5][C:4]([C:9]2([C:19]3[CH:24]=[CH:23][N:22]=[CH:21][CH:20]=3)[C:17]3[C:12](=[CH:13][CH:14]=[CH:15][CH:16]=3)[C:11]([NH2:18])=[N:10]2)=[CH:3][C:2]=1[C:30]1[CH:29]=[N:28][CH:27]=[C:26]([F:25])[CH:31]=1. The yield is 0.310. (4) The reactants are [N+:1]([C:4]1[CH:12]=[C:11]2[C:7]([CH:8]=[CH:9][NH:10]2)=[CH:6][CH:5]=1)([O-:3])=[O:2].[C:13]([O-])([O-])=O.[K+].[K+].CI.O. The catalyst is CN(C=O)C. The product is [CH3:13][N:10]1[C:11]2[C:7](=[CH:6][CH:5]=[C:4]([N+:1]([O-:3])=[O:2])[CH:12]=2)[CH:8]=[CH:9]1. The yield is 0.980. (5) The reactants are [NH2:1][C:2]1[S:3][CH:4]=[C:5]([CH2:11][O:12][CH2:13][O:14][CH3:15])[C:6]=1[S:7]([NH2:10])(=[O:9])=[O:8].CS[C:18](SC)=[C:19]1[C:28](=[O:29])[C:27]2[C:22](=[N:23][CH:24]=[CH:25][CH:26]=2)[N:21]([CH2:30][CH2:31][CH2:32][CH3:33])[C:20]1=[O:34].[C:37]1(C)C=CC=CC=1. No catalyst specified. The product is [OH:29][C:28]1[C:27]2[C:22](=[N:23][CH:24]=[CH:25][CH:26]=2)[N:21]([CH2:30][CH2:31][CH:32]([CH3:37])[CH3:33])[C:20](=[O:34])[C:19]=1[C:18]1[NH:1][C:2]2[S:3][CH:4]=[C:5]([CH2:11][O:12][CH2:13][O:14][CH3:15])[C:6]=2[S:7](=[O:8])(=[O:9])[N:10]=1. The yield is 0.490. (6) The reactants are Cl([O-])(=O)(=O)=O.[Li+].[CH2:7]([O:10][CH2:11][CH2:12][CH:13]([C:15]1[CH:20]=[CH:19][CH:18]=[C:17]([O:21][CH3:22])[CH:16]=1)[NH2:14])[CH:8]=[CH2:9].[O:23]1[CH2:25][C@@H:24]1[C@@H:26]([NH:34][C:35](=[O:41])[O:36][C:37]([CH3:40])([CH3:39])[CH3:38])[CH2:27][C:28]1[CH:33]=[CH:32][CH:31]=[CH:30][CH:29]=1.C([O-])(O)=O.[Na+]. The catalyst is CC#N.[Cl-].[Na+].O. The product is [CH2:7]([O:10][CH2:11][CH2:12][CH:13]([NH:14][CH2:25][C@@H:24]([OH:23])[C@@H:26]([NH:34][C:35](=[O:41])[O:36][C:37]([CH3:39])([CH3:38])[CH3:40])[CH2:27][C:28]1[CH:33]=[CH:32][CH:31]=[CH:30][CH:29]=1)[C:15]1[CH:20]=[CH:19][CH:18]=[C:17]([O:21][CH3:22])[CH:16]=1)[CH:8]=[CH2:9]. The yield is 1.00.